From a dataset of Forward reaction prediction with 1.9M reactions from USPTO patents (1976-2016). Predict the product of the given reaction. Given the reactants C(OC(=O)[NH:7][C:8]1([C:12]2[CH:17]=[CH:16][C:15]([C:18]3[C:27]([C:28]4[CH:33]=[CH:32][CH:31]=[CH:30][CH:29]=4)=[CH:26][C:25]4[C:24]5=[N:34][NH:35][C:36]([N:37]6[CH2:42][CH2:41][O:40][CH2:39][CH2:38]6)=[C:23]5[CH2:22][CH2:21][C:20]=4[N:19]=3)=[CH:14][CH:13]=2)[CH2:11][CH2:10][CH2:9]1)(C)(C)C, predict the reaction product. The product is: [O:40]1[CH2:39][CH2:38][N:37]([C:36]2[NH:35][N:34]=[C:24]3[C:23]=2[CH2:22][CH2:21][C:20]2[N:19]=[C:18]([C:15]4[CH:14]=[CH:13][C:12]([C:8]5([NH2:7])[CH2:11][CH2:10][CH2:9]5)=[CH:17][CH:16]=4)[C:27]([C:28]4[CH:29]=[CH:30][CH:31]=[CH:32][CH:33]=4)=[CH:26][C:25]3=2)[CH2:42][CH2:41]1.